From a dataset of Forward reaction prediction with 1.9M reactions from USPTO patents (1976-2016). Predict the product of the given reaction. (1) Given the reactants [NH2:1][C:2]1[CH:7]=[CH:6][C:5]([N+:8]([O-:10])=[O:9])=[CH:4][C:3]=1[NH2:11].[C:12](O)(=O)[CH2:13][OH:14].Cl.O.C, predict the reaction product. The product is: [N+:8]([C:5]1[CH:6]=[CH:7][C:2]2[N:1]=[C:12]([CH2:13][OH:14])[NH:11][C:3]=2[CH:4]=1)([O-:10])=[O:9]. (2) The product is: [Cl:1][C:2]1[CH:3]=[CH:4][C:5]([N:50]2[CH:54]=[N:53][N:52]=[N:51]2)=[C:6](/[CH:8]=[CH:9]/[C:10]([N:12]2[C@H:17]([C:18]3[NH:19][CH:20]=[C:21]([C:23]4[CH:24]=[CH:25][C:26]([NH:29][C:30](=[O:31])[O:32][CH3:33])=[CH:27][CH:28]=4)[N:22]=3)[C@H:16]([CH:34]3[CH2:35][CH2:36]3)[CH2:15][C@H:14]([CH:37]3[CH2:42][CH2:41][NH:40][CH2:39][CH2:38]3)[CH2:13]2)=[O:11])[CH:7]=1. Given the reactants [Cl:1][C:2]1[CH:3]=[CH:4][C:5]([N:50]2[CH:54]=[N:53][N:52]=[N:51]2)=[C:6](/[CH:8]=[CH:9]/[C:10]([N:12]2[C@H:17]([C:18]3[NH:19][CH:20]=[C:21]([C:23]4[CH:28]=[CH:27][C:26]([NH:29][C:30]([O:32][CH3:33])=[O:31])=[CH:25][CH:24]=4)[N:22]=3)[C@H:16]([CH:34]3[CH2:36][CH2:35]3)[CH2:15][C@H:14]([CH:37]3[CH2:42][CH2:41][N:40](C(OC(C)(C)C)=O)[CH2:39][CH2:38]3)[CH2:13]2)=[O:11])[CH:7]=1.C(O)(C(F)(F)F)=O, predict the reaction product. (3) Given the reactants C(NC(C)C)(C)C.[Li]CCCC.[Br:13][C:14]1[CH:15]=[N:16][CH:17]=[N:18][CH:19]=1.[F:20][C:21]([F:31])([F:30])[C:22]1[CH:29]=[CH:28][C:25]([CH:26]=[O:27])=[CH:24][CH:23]=1.[Li+].CC([N-]C(C)C)C, predict the reaction product. The product is: [Br:13][C:14]1[C:15]([CH:26]([C:25]2[CH:24]=[CH:23][C:22]([C:21]([F:20])([F:30])[F:31])=[CH:29][CH:28]=2)[OH:27])=[N:16][CH:17]=[N:18][CH:19]=1. (4) Given the reactants O.C1(C)C=CC(S(O)(=O)=O)=CC=1.[CH2:13]([N:17]([CH2:54][CH:55](OC)OC)[C:18](=[O:53])[CH2:19][CH2:20][O:21][CH2:22][CH2:23][C:24]1[CH:29]=[CH:28][CH:27]=[C:26]([CH2:30][CH2:31][N:32]2[CH2:52][CH2:51][C:35]3([O:40][CH2:39][CH2:38][N:37]([C:41]([C:43]4[N:44]=[C:45]([CH:48]([CH3:50])[CH3:49])[S:46][CH:47]=4)=[O:42])[CH2:36]3)[CH2:34][CH2:33]2)[CH:25]=1)[CH2:14][CH2:15][CH3:16].Cl.[NH2:61][CH2:62][CH2:63][C:64]1[C:69]2[O:70][CH2:71][C:72](=[O:74])[NH:73][C:68]=2[C:67]([OH:75])=[CH:66][CH:65]=1.C(=O)(O)[O-].[Na+].C(O[BH-](OC(=O)C)OC(=O)C)(=O)C.[Na+], predict the reaction product. The product is: [CH2:13]([N:17]([CH2:54][CH2:55][NH:61][CH2:62][CH2:63][C:64]1[C:69]2[O:70][CH2:71][C:72](=[O:74])[NH:73][C:68]=2[C:67]([OH:75])=[CH:66][CH:65]=1)[C:18](=[O:53])[CH2:19][CH2:20][O:21][CH2:22][CH2:23][C:24]1[CH:29]=[CH:28][CH:27]=[C:26]([CH2:30][CH2:31][N:32]2[CH2:52][CH2:51][C:35]3([O:40][CH2:39][CH2:38][N:37]([C:41]([C:43]4[N:44]=[C:45]([CH:48]([CH3:49])[CH3:50])[S:46][CH:47]=4)=[O:42])[CH2:36]3)[CH2:34][CH2:33]2)[CH:25]=1)[CH2:14][CH2:15][CH3:16]. (5) The product is: [Cl:8][C:7]1[CH:2]=[C:3]([CH3:10])[CH:4]=[C:5]([Br:9])[CH:6]=1. Given the reactants N[C:2]1[C:7]([Cl:8])=[CH:6][C:5]([Br:9])=[CH:4][C:3]=1[CH3:10].Cl.N([O-])=O.[Na+].O[PH2]=O, predict the reaction product. (6) Given the reactants C(OC([NH:8][CH:9]([CH2:14][CH2:15][C:16]1[CH:21]=[CH:20][CH:19]=[CH:18][C:17]=1[Cl:22])[C:10]([O:12]C)=O)=O)(C)(C)C.C[N:24]([CH:26]=O)[CH3:25].CCN(C(C)C)[CH:31]([CH3:33])[CH3:32].[NH:37]1[C:45]2[CH:44]=[CH:43][CH:42]=[C:41]([S:46](Cl)(=[O:48])=[O:47])[C:40]=2[CH:39]=[CH:38]1, predict the reaction product. The product is: [Cl:22][C:17]1[CH:18]=[CH:19][CH:20]=[CH:21][C:16]=1[CH2:15][CH2:14][CH:9]([NH:8][S:46]([C:41]1[C:40]2[CH:39]=[CH:38][NH:37][C:45]=2[CH:44]=[CH:43][CH:42]=1)(=[O:48])=[O:47])[C:10]([N:24]1[CH2:26][CH2:33][CH2:31][CH2:32][CH2:25]1)=[O:12]. (7) Given the reactants Cl.Cl.[NH2:3][CH2:4][C@@H:5]([NH2:7])[CH3:6].[C:8](O[C:8]([O:10][C:11]([CH3:14])([CH3:13])[CH3:12])=[O:9])([O:10][C:11]([CH3:14])([CH3:13])[CH3:12])=[O:9].[OH-].[Na+], predict the reaction product. The product is: [NH2:7][C@@H:5]([CH3:6])[CH2:4][NH:3][C:8](=[O:9])[O:10][C:11]([CH3:14])([CH3:13])[CH3:12]. (8) Given the reactants [CH:1]1([N:4]2[CH2:9][C:8]3([CH2:14][CH2:13][N:12]([CH:15]([C:19]4[CH:24]=[CH:23][C:22]([C:25]5[CH:34]=[C:33]6[C:28]([CH:29]=[CH:30][CH:31]=[N:32]6)=[CH:27][CH:26]=5)=[CH:21][C:20]=4[F:35])[C:16]([OH:18])=O)[CH2:11][CH2:10]3)[O:7][CH2:6][C:5]2=[O:36])[CH2:3][CH2:2]1.Cl.C[N:39](C)CCCN=C=NCC.[Br-].[NH4+], predict the reaction product. The product is: [CH:1]1([N:4]2[CH2:9][C:8]3([CH2:14][CH2:13][N:12]([CH:15]([C:19]4[CH:24]=[CH:23][C:22]([C:25]5[CH:34]=[C:33]6[C:28]([CH:29]=[CH:30][CH:31]=[N:32]6)=[CH:27][CH:26]=5)=[CH:21][C:20]=4[F:35])[C:16]([NH2:39])=[O:18])[CH2:11][CH2:10]3)[O:7][CH2:6][C:5]2=[O:36])[CH2:2][CH2:3]1. (9) Given the reactants [CH:1]1[C:6]([N+:7]([O-:9])=[O:8])=[CH:5][C:4]([Cl:10])=[C:3]([NH:11][C:12]([C:14]2[CH:15]=[C:16]([Cl:21])[CH:17]=[CH:18][C:19]=2[OH:20])=[O:13])[CH:2]=1.C1C=CC(P(C2C=CC=CC=2)C2C=CC=CC=2)=CC=1.[C:41]([O:45][C:46](=[O:51])[NH:47][CH2:48][CH2:49]O)([CH3:44])([CH3:43])[CH3:42].CC(OC(/N=N/C(OC(C)C)=O)=O)C, predict the reaction product. The product is: [C:41]([O:45][C:46](=[O:51])[NH:47][CH2:48][CH2:49][O:20][C:19]1[CH:18]=[CH:17][C:16]([Cl:21])=[CH:15][C:14]=1[C:12](=[O:13])[NH:11][C:3]1[CH:2]=[CH:1][C:6]([N+:7]([O-:9])=[O:8])=[CH:5][C:4]=1[Cl:10])([CH3:44])([CH3:43])[CH3:42].